Dataset: Catalyst prediction with 721,799 reactions and 888 catalyst types from USPTO. Task: Predict which catalyst facilitates the given reaction. Reactant: C(OC([NH:8][NH:9][CH:10]1[CH2:13][N:12]([CH:14]([C:21]2[CH:26]=[CH:25][CH:24]=[CH:23][CH:22]=2)[C:15]2[CH:20]=[CH:19][CH:18]=[CH:17][CH:16]=2)[CH2:11]1)=O)(C)(C)C.[ClH:27]. Product: [ClH:27].[ClH:27].[ClH:27].[CH:14]([N:12]1[CH2:11][CH:10]([NH:9][NH2:8])[CH2:13]1)([C:21]1[CH:26]=[CH:25][CH:24]=[CH:23][CH:22]=1)[C:15]1[CH:20]=[CH:19][CH:18]=[CH:17][CH:16]=1. The catalyst class is: 12.